This data is from NCI-60 drug combinations with 297,098 pairs across 59 cell lines. The task is: Regression. Given two drug SMILES strings and cell line genomic features, predict the synergy score measuring deviation from expected non-interaction effect. (1) Drug 1: CCCCCOC(=O)NC1=NC(=O)N(C=C1F)C2C(C(C(O2)C)O)O. Drug 2: C1=NNC2=C1C(=O)NC=N2. Cell line: NCI-H522. Synergy scores: CSS=4.41, Synergy_ZIP=-0.746, Synergy_Bliss=0.863, Synergy_Loewe=-0.495, Synergy_HSA=-0.525. (2) Drug 1: C1CCC(CC1)NC(=O)N(CCCl)N=O. Drug 2: CC(C)CN1C=NC2=C1C3=CC=CC=C3N=C2N. Cell line: OVCAR-5. Synergy scores: CSS=10.7, Synergy_ZIP=-2.09, Synergy_Bliss=2.33, Synergy_Loewe=1.74, Synergy_HSA=0.824. (3) Drug 1: C1CCN(CC1)CCOC2=CC=C(C=C2)C(=O)C3=C(SC4=C3C=CC(=C4)O)C5=CC=C(C=C5)O. Drug 2: CC1C(C(CC(O1)OC2CC(OC(C2O)C)OC3=CC4=CC5=C(C(=O)C(C(C5)C(C(=O)C(C(C)O)O)OC)OC6CC(C(C(O6)C)O)OC7CC(C(C(O7)C)O)OC8CC(C(C(O8)C)O)(C)O)C(=C4C(=C3C)O)O)O)O. Cell line: CAKI-1. Synergy scores: CSS=16.0, Synergy_ZIP=0.0789, Synergy_Bliss=-2.05, Synergy_Loewe=-28.8, Synergy_HSA=-0.758. (4) Drug 1: CCC1=CC2CC(C3=C(CN(C2)C1)C4=CC=CC=C4N3)(C5=C(C=C6C(=C5)C78CCN9C7C(C=CC9)(C(C(C8N6C)(C(=O)OC)O)OC(=O)C)CC)OC)C(=O)OC.C(C(C(=O)O)O)(C(=O)O)O. Drug 2: C(CCl)NC(=O)N(CCCl)N=O. Cell line: LOX IMVI. Synergy scores: CSS=43.9, Synergy_ZIP=-5.30, Synergy_Bliss=-3.30, Synergy_Loewe=-3.05, Synergy_HSA=-0.490. (5) Drug 1: CC1C(C(=O)NC(C(=O)N2CCCC2C(=O)N(CC(=O)N(C(C(=O)O1)C(C)C)C)C)C(C)C)NC(=O)C3=C4C(=C(C=C3)C)OC5=C(C(=O)C(=C(C5=N4)C(=O)NC6C(OC(=O)C(N(C(=O)CN(C(=O)C7CCCN7C(=O)C(NC6=O)C(C)C)C)C)C(C)C)C)N)C. Drug 2: CC1C(C(CC(O1)OC2CC(CC3=C2C(=C4C(=C3O)C(=O)C5=CC=CC=C5C4=O)O)(C(=O)C)O)N)O. Cell line: OVCAR3. Synergy scores: CSS=43.2, Synergy_ZIP=15.7, Synergy_Bliss=16.9, Synergy_Loewe=14.4, Synergy_HSA=15.4. (6) Drug 1: C1=C(C(=O)NC(=O)N1)F. Drug 2: C(CC(=O)O)C(=O)CN.Cl. Cell line: PC-3. Synergy scores: CSS=43.0, Synergy_ZIP=-0.136, Synergy_Bliss=-0.931, Synergy_Loewe=1.82, Synergy_HSA=3.82. (7) Drug 1: C1CCC(C1)C(CC#N)N2C=C(C=N2)C3=C4C=CNC4=NC=N3. Drug 2: C1=NC2=C(N1)C(=S)N=C(N2)N. Cell line: DU-145. Synergy scores: CSS=39.4, Synergy_ZIP=-0.622, Synergy_Bliss=0.964, Synergy_Loewe=-7.41, Synergy_HSA=3.37. (8) Drug 1: COC1=C(C=C2C(=C1)N=CN=C2NC3=CC(=C(C=C3)F)Cl)OCCCN4CCOCC4. Drug 2: N.N.Cl[Pt+2]Cl. Cell line: NCI-H322M. Synergy scores: CSS=43.1, Synergy_ZIP=2.85, Synergy_Bliss=3.24, Synergy_Loewe=-8.32, Synergy_HSA=2.77. (9) Drug 1: C1=C(C(=O)NC(=O)N1)N(CCCl)CCCl. Drug 2: CCC(=C(C1=CC=CC=C1)C2=CC=C(C=C2)OCCN(C)C)C3=CC=CC=C3.C(C(=O)O)C(CC(=O)O)(C(=O)O)O. Cell line: SK-MEL-28. Synergy scores: CSS=6.33, Synergy_ZIP=-0.133, Synergy_Bliss=2.47, Synergy_Loewe=-0.847, Synergy_HSA=0.240. (10) Drug 1: CN1C(=O)N2C=NC(=C2N=N1)C(=O)N. Drug 2: CC1=C2C(C(=O)C3(C(CC4C(C3C(C(C2(C)C)(CC1OC(=O)C(C(C5=CC=CC=C5)NC(=O)OC(C)(C)C)O)O)OC(=O)C6=CC=CC=C6)(CO4)OC(=O)C)O)C)O. Cell line: U251. Synergy scores: CSS=4.04, Synergy_ZIP=0.365, Synergy_Bliss=-0.659, Synergy_Loewe=-5.76, Synergy_HSA=-1.60.